From a dataset of Forward reaction prediction with 1.9M reactions from USPTO patents (1976-2016). Predict the product of the given reaction. (1) Given the reactants [Cl:1][C:2]1[CH:7]=[CH:6][C:5]([CH3:8])=[CH:4][C:3]=1[C:9]1[CH:14]=[CH:13][CH:12]=[CH:11][CH:10]=1.C1C(=O)N([Br:22])C(=O)C1.CC(N=NC(C#N)(C)C)(C#N)C, predict the reaction product. The product is: [Br:22][CH2:8][C:5]1[CH:6]=[CH:7][C:2]([Cl:1])=[C:3]([C:9]2[CH:10]=[CH:11][CH:12]=[CH:13][CH:14]=2)[CH:4]=1. (2) Given the reactants C[O:2][C:3](=O)[CH2:4][CH:5]([C:19]#[N:20])[C:6]1[CH:11]=[CH:10][C:9]([O:12][CH2:13][O:14][CH2:15][CH2:16][O:17][CH3:18])=[CH:8][CH:7]=1.C([Al]CC(C)C)C(C)C.C([Li])CCC.COC(=O)CC.[BH4-].[Na+].Cl, predict the reaction product. The product is: [C:19]([CH:5]([C:6]1[CH:11]=[CH:10][C:9]([O:12][CH2:13][O:14][CH2:15][CH2:16][O:17][CH3:18])=[CH:8][CH:7]=1)[CH2:4][CH2:3][OH:2])#[N:20].